This data is from Forward reaction prediction with 1.9M reactions from USPTO patents (1976-2016). The task is: Predict the product of the given reaction. (1) Given the reactants [Bi](Cl)(Cl)Cl.[I-].[Na+].[C:7](Cl)(=[O:9])[CH3:8].[CH2:11]([O:13][C:14]([C:16]1[C:17]2[C:32]([O:33][Si](C)(C)C)=[CH:31][CH2:30][CH2:29][CH2:28][C:18]=2[N:19]([C:21]([O:23][C:24]([CH3:27])([CH3:26])[CH3:25])=[O:22])[CH:20]=1)=[O:15])[CH3:12], predict the reaction product. The product is: [CH2:11]([O:13][C:14]([C:16]1[C:17]2[C:32](=[O:33])[CH:31]([C:7](=[O:9])[CH3:8])[CH2:30][CH2:29][CH2:28][C:18]=2[N:19]([C:21]([O:23][C:24]([CH3:27])([CH3:26])[CH3:25])=[O:22])[CH:20]=1)=[O:15])[CH3:12]. (2) Given the reactants [CH:1]12[CH2:24][CH2:23][CH:4]([CH:5]([C:7]3[N:12]=[C:11]4[N:13]([CH3:22])[C:14](=[O:21])[N:15]([CH2:16][C:17]([CH3:20])([CH3:19])[CH3:18])[C:10]4=[CH:9][CH:8]=3)[CH2:6]1)[CH2:3][NH:2]2.[O:25]1[CH:29]=[CH:28][C:27]([C:30](O)=[O:31])=[N:26]1.CCN(C(C)C)C(C)C.CN(C(ON1N=NC2C=CC=NC1=2)=[N+](C)C)C.F[P-](F)(F)(F)(F)F, predict the reaction product. The product is: [CH3:18][C:17]([CH3:19])([CH3:20])[CH2:16][N:15]1[C:10]2[C:11](=[N:12][C:7]([CH:5]3[CH2:6][CH:1]4[CH2:24][CH2:23][CH:4]3[CH2:3][N:2]4[C:30]([C:27]3[CH:28]=[CH:29][O:25][N:26]=3)=[O:31])=[CH:8][CH:9]=2)[N:13]([CH3:22])[C:14]1=[O:21].